The task is: Predict the product of the given reaction.. This data is from Forward reaction prediction with 1.9M reactions from USPTO patents (1976-2016). (1) Given the reactants [OH:1][CH2:2][C:3]1[C:8]([C:9]2[O:10][C:11]3[CH:17]=[CH:16][C:15]([CH2:18][C:19](O)=[O:20])=[CH:14][C:12]=3[CH:13]=2)=[CH:7][CH:6]=[CH:5][N:4]=1.C1C=CC2N(O)N=NC=2C=1.C(Cl)CCl.CCN(C(C)C)C(C)C.Cl.[Cl:46][C:47]1[CH:52]=[CH:51][C:50]([CH:53]([C:55]2[CH:60]=[CH:59][CH:58]=[CH:57][CH:56]=2)[NH2:54])=[C:49]([CH3:61])[CH:48]=1, predict the reaction product. The product is: [Cl:46][C:47]1[CH:52]=[CH:51][C:50]([CH:53]([C:55]2[CH:56]=[CH:57][CH:58]=[CH:59][CH:60]=2)[NH:54][C:19](=[O:20])[CH2:18][C:15]2[CH:16]=[CH:17][C:11]3[O:10][C:9]([C:8]4[C:3]([CH2:2][OH:1])=[N:4][CH:5]=[CH:6][CH:7]=4)=[CH:13][C:12]=3[CH:14]=2)=[C:49]([CH3:61])[CH:48]=1. (2) Given the reactants Br[C:2]1[CH:7]=[CH:6][CH:5]=[CH:4][C:3]=1[S:8]([NH:11][C:12]1[C:17]([C:18]([O:20][CH3:21])=[O:19])=[C:16]([O:22][CH3:23])[C:15]([CH2:24][CH3:25])=[CH:14][CH:13]=1)(=[O:10])=[O:9].[Cl:26][C:27]1[CH:32]=[CH:31][C:30](/[CH:33]=[CH:34]/B(O)O)=[CH:29][CH:28]=1, predict the reaction product. The product is: [Cl:26][C:27]1[CH:32]=[CH:31][C:30](/[CH:33]=[CH:34]/[C:2]2[CH:7]=[CH:6][CH:5]=[CH:4][C:3]=2[S:8]([NH:11][C:12]2[C:17]([C:18]([O:20][CH3:21])=[O:19])=[C:16]([O:22][CH3:23])[C:15]([CH2:24][CH3:25])=[CH:14][CH:13]=2)(=[O:10])=[O:9])=[CH:29][CH:28]=1. (3) Given the reactants Br[C:2]1[CH:3]=[N:4][CH:5]=[C:6]([O:8][CH2:9][CH3:10])[CH:7]=1.[CH:11]([C:13]1[CH:14]=[C:15](B(O)O)[CH:16]=[CH:17][CH:18]=1)=[O:12], predict the reaction product. The product is: [CH2:9]([O:8][C:6]1[CH:7]=[C:2]([C:17]2[CH:18]=[C:13]([CH:14]=[CH:15][CH:16]=2)[CH:11]=[O:12])[CH:3]=[N:4][CH:5]=1)[CH3:10]. (4) Given the reactants [Cl:1][C:2]1[CH:7]=[CH:6][C:5]([CH:8]([C:32]2[CH:37]=[CH:36][C:35]([Cl:38])=[CH:34][CH:33]=2)[C:9]2[CH:10]=[C:11]3[C:16](=[CH:17][CH:18]=2)[N:15]=[C:14](Cl)[N:13]=[C:12]3[NH:20][CH2:21][C:22]2[CH:27]=[CH:26][CH:25]=[C:24]([C:28]([F:31])([F:30])[F:29])[CH:23]=2)=[CH:4][CH:3]=1.[OH:39][CH2:40][CH:41]([CH2:44][OH:45])[CH2:42][OH:43].[H-].[Na+], predict the reaction product. The product is: [Cl:38][C:35]1[CH:36]=[CH:37][C:32]([CH:8]([C:5]2[CH:4]=[CH:3][C:2]([Cl:1])=[CH:7][CH:6]=2)[C:9]2[CH:10]=[C:11]3[C:16](=[CH:17][CH:18]=2)[N:15]=[C:14]([O:39][CH2:40][CH:41]([CH2:44][OH:45])[CH2:42][OH:43])[N:13]=[C:12]3[NH:20][CH2:21][C:22]2[CH:27]=[CH:26][CH:25]=[C:24]([C:28]([F:31])([F:29])[F:30])[CH:23]=2)=[CH:33][CH:34]=1. (5) Given the reactants [F:1][C:2]1[CH:3]=[C:4]([CH2:9][C:10]([NH:12][C@H:13]([C:15]([OH:17])=O)[CH3:14])=[O:11])[CH:5]=[C:6]([F:8])[CH:7]=1.Cl.[NH2:19][C@@H:20]([CH2:25][C:26]1[CH:27]=[N:28][CH:29]=[CH:30][CH:31]=1)[C:21]([O:23][CH3:24])=[O:22], predict the reaction product. The product is: [F:8][C:6]1[CH:5]=[C:4]([CH2:9][C:10]([NH:12][C@H:13]([C:15]([NH:19][C@@H:20]([CH2:25][C:26]2[CH:27]=[N:28][CH:29]=[CH:30][CH:31]=2)[C:21]([O:23][CH3:24])=[O:22])=[O:17])[CH3:14])=[O:11])[CH:3]=[C:2]([F:1])[CH:7]=1. (6) Given the reactants [CH2:1]([O:8][C:9]([NH:11][CH2:12][CH2:13][CH2:14][NH:15][C:16]1[CH:21]=[CH:20][CH:19]=[CH:18][C:17]=1[C:22](=[O:38])[CH2:23][CH2:24][CH:25]1[CH2:30][CH2:29][N:28]([C:31]([O:33][C:34]([CH3:37])([CH3:36])[CH3:35])=[O:32])[CH2:27][CH2:26]1)=[O:10])[C:2]1[CH:7]=[CH:6][CH:5]=[CH:4][CH:3]=1.C(N(C(C)C)CC)(C)C.Cl[C:49](=[O:54])[C:50]([O:52][CH3:53])=[O:51], predict the reaction product. The product is: [CH2:1]([O:8][C:9]([NH:11][CH2:12][CH2:13][CH2:14][N:15]([C:16]1[CH:21]=[CH:20][CH:19]=[CH:18][C:17]=1[C:22](=[O:38])[CH2:23][CH2:24][CH:25]1[CH2:26][CH2:27][N:28]([C:31]([O:33][C:34]([CH3:35])([CH3:37])[CH3:36])=[O:32])[CH2:29][CH2:30]1)[C:49](=[O:54])[C:50]([O:52][CH3:53])=[O:51])=[O:10])[C:2]1[CH:7]=[CH:6][CH:5]=[CH:4][CH:3]=1.